Dataset: Reaction yield outcomes from USPTO patents with 853,638 reactions. Task: Predict the reaction yield, written as a fraction of the theoretical maximum amount of product (1.0 means a 100% yield; for example, 0.34 means a 34% yield). (1) The reactants are [N:1]1[C:10]2[C:5](=[CH:6][CH:7]=[CH:8][CH:9]=2)[CH:4]=[CH:3][C:2]=1[N:11]1[CH2:14][CH:13]([C:15]2[C:16]([C:21]3[CH:22]=[C:23]([CH:28]=[CH:29][CH:30]=3)[C:24]([O:26]C)=[O:25])=[N:17][CH:18]=[CH:19][N:20]=2)[CH2:12]1.O.[OH-].[Li+:33].O. The catalyst is C1COCC1. The product is [N:1]1[C:10]2[C:5](=[CH:6][CH:7]=[CH:8][CH:9]=2)[CH:4]=[CH:3][C:2]=1[N:11]1[CH2:12][CH:13]([C:15]2[C:16]([C:21]3[CH:22]=[C:23]([CH:28]=[CH:29][CH:30]=3)[C:24]([O-:26])=[O:25])=[N:17][CH:18]=[CH:19][N:20]=2)[CH2:14]1.[Li+:33]. The yield is 1.08. (2) The reactants are [C:1]([CH2:3][C:4]([N:6]1[CH2:10][CH2:9][CH2:8][C@@H:7]1[CH2:11][N:12]1[C:16]2[CH:17]=[CH:18][C:19]([CH2:21][OH:22])=[CH:20][C:15]=2[N:14]=[C:13]1[NH:23][C:24]([C:26]1[S:27][C:28]([CH:31]([F:33])[F:32])=[CH:29][CH:30]=1)=[O:25])=[O:5])#[N:2].CC(OI1(OC(C)=O)(OC(C)=O)OC(=O)C2C=CC=CC1=2)=O. The catalyst is C(Cl)Cl. The product is [C:1]([CH2:3][C:4]([N:6]1[CH2:10][CH2:9][CH2:8][C@@H:7]1[CH2:11][N:12]1[C:16]2[CH:17]=[CH:18][C:19]([CH:21]=[O:22])=[CH:20][C:15]=2[N:14]=[C:13]1[NH:23][C:24]([C:26]1[S:27][C:28]([CH:31]([F:32])[F:33])=[CH:29][CH:30]=1)=[O:25])=[O:5])#[N:2]. The yield is 0.640.